Dataset: CYP1A2 inhibition data for predicting drug metabolism from PubChem BioAssay. Task: Regression/Classification. Given a drug SMILES string, predict its absorption, distribution, metabolism, or excretion properties. Task type varies by dataset: regression for continuous measurements (e.g., permeability, clearance, half-life) or binary classification for categorical outcomes (e.g., BBB penetration, CYP inhibition). Dataset: cyp1a2_veith. (1) The drug is CN1CCC2(CC1)CCN(C(=O)Oc1ccccc1)CC2. The result is 0 (non-inhibitor). (2) The compound is CN(C)c1ccc(NC(=O)CSc2nc(N)c(C(=O)Nc3ccc(N(C)C)cc3)s2)cc1. The result is 1 (inhibitor). (3) The drug is CC(C)CN1CCCC2(CCN(C(=O)c3cccc(F)c3)CC2)C1. The result is 0 (non-inhibitor). (4) The compound is O=S(=O)(c1ccccc1)c1cnc(-c2cccnc2)nc1-c1ccc(Cl)cc1Cl. The result is 1 (inhibitor). (5) The result is 1 (inhibitor). The drug is CC(=O)c1ccc(-n2nnnc2SCC(=O)Nc2cccc(NC(=O)c3ccco3)c2)cc1. (6) The drug is CNc1cc(CS(=O)c2ccccc2)nc(-c2ccccc2)n1. The result is 1 (inhibitor).